The task is: Regression. Given two drug SMILES strings and cell line genomic features, predict the synergy score measuring deviation from expected non-interaction effect.. This data is from NCI-60 drug combinations with 297,098 pairs across 59 cell lines. (1) Drug 1: COC1=NC(=NC2=C1N=CN2C3C(C(C(O3)CO)O)O)N. Drug 2: C1=NC2=C(N=C(N=C2N1C3C(C(C(O3)CO)O)F)Cl)N. Cell line: OVCAR-8. Synergy scores: CSS=25.9, Synergy_ZIP=0.0413, Synergy_Bliss=4.24, Synergy_Loewe=-39.9, Synergy_HSA=2.61. (2) Drug 1: C#CCC(CC1=CN=C2C(=N1)C(=NC(=N2)N)N)C3=CC=C(C=C3)C(=O)NC(CCC(=O)O)C(=O)O. Drug 2: N.N.Cl[Pt+2]Cl. Cell line: HL-60(TB). Synergy scores: CSS=67.7, Synergy_ZIP=-3.84, Synergy_Bliss=-4.98, Synergy_Loewe=-14.1, Synergy_HSA=-0.0479.